This data is from Reaction yield outcomes from USPTO patents with 853,638 reactions. The task is: Predict the reaction yield, written as a fraction of the theoretical maximum amount of product (1.0 means a 100% yield; for example, 0.34 means a 34% yield). (1) The reactants are CN(C(ON1N=NC2C=CC=NC1=2)=[N+](C)C)C.F[P-](F)(F)(F)(F)F.[C:25]([O:29][C:30]([NH:32][C@@H:33]([C@H:45]([CH3:53])[CH2:46][CH:47]([CH3:52])[CH2:48][CH2:49][CH:50]=[CH2:51])[C:34]([N:36]1[CH2:40][C@H:39]([OH:41])[CH2:38][C@H:37]1[C:42](O)=[O:43])=[O:35])=[O:31])([CH3:28])([CH3:27])[CH3:26].Cl.[NH2:55][C@:56]1([C:61]([NH:63][S:64]([C:67]2([CH2:70][F:71])[CH2:69][CH2:68]2)(=[O:66])=[O:65])=[O:62])[CH2:58][C@H:57]1[CH:59]=[CH2:60].C(N(CC)CC)C. The catalyst is C(Cl)Cl. The product is [F:71][CH2:70][C:67]1([S:64]([NH:63][C:61]([C@@:56]2([NH:55][C:42]([C@@H:37]3[CH2:38][C@@H:39]([OH:41])[CH2:40][N:36]3[C:34](=[O:35])[C@@H:33]([NH:32][C:30](=[O:31])[O:29][C:25]([CH3:28])([CH3:26])[CH3:27])[C@H:45]([CH3:53])[CH2:46][CH:47]([CH3:52])[CH2:48][CH2:49][CH:50]=[CH2:51])=[O:43])[CH2:58][C@H:57]2[CH:59]=[CH2:60])=[O:62])(=[O:65])=[O:66])[CH2:68][CH2:69]1. The yield is 0.900. (2) The catalyst is Cl.O1CCOCC1. The reactants are C(OC(=O)[N:7]([CH2:33][C@@H:34]([C:43]1[CH:52]=[CH:51][C:50]([O:53][CH2:54][C:55]2[CH:60]=[CH:59][CH:58]=[CH:57][CH:56]=2)=[C:49]2[C:44]=1[CH:45]=[CH:46][C:47](=[O:61])[NH:48]2)[O:35][Si](C(C)(C)C)(C)C)[CH2:8][CH2:9][C:10]1[CH:15]=[CH:14][CH:13]=[C:12]([NH:16][C:17]([NH:19][CH:20]([C:27]2[CH:32]=[CH:31][CH:30]=[CH:29][CH:28]=2)[C:21]2[CH:26]=[CH:25][CH:24]=[CH:23][CH:22]=2)=[O:18])[CH:11]=1)(C)(C)C. The product is [CH2:54]([O:53][C:50]1[CH:51]=[CH:52][C:43]([C@@H:34]([OH:35])[CH2:33][NH:7][CH2:8][CH2:9][C:10]2[CH:11]=[C:12]([NH:16][C:17]([NH:19][CH:20]([C:21]3[CH:26]=[CH:25][CH:24]=[CH:23][CH:22]=3)[C:27]3[CH:28]=[CH:29][CH:30]=[CH:31][CH:32]=3)=[O:18])[CH:13]=[CH:14][CH:15]=2)=[C:44]2[C:49]=1[NH:48][C:47](=[O:61])[CH:46]=[CH:45]2)[C:55]1[CH:56]=[CH:57][CH:58]=[CH:59][CH:60]=1. The yield is 0.830. (3) The reactants are C(OC([N:8]([C:17]1([C:24]([O:26][CH2:27][CH3:28])=[O:25])[CH2:21][C:20](=[O:22])[NH:19][C:18]1=[O:23])[NH:9]C(OC(C)(C)C)=O)=O)(C)(C)C.[ClH:29]. The catalyst is C(OCC)(=O)C. The product is [ClH:29].[NH:8]([C:17]1([C:24]([O:26][CH2:27][CH3:28])=[O:25])[CH2:21][C:20](=[O:22])[NH:19][C:18]1=[O:23])[NH2:9]. The yield is 0.760. (4) The reactants are Cl[C:2]1[S:3][C:4]([CH2:7][N:8]2[CH2:12][CH:11]([C:13]3[CH:18]=[C:17]([F:19])[CH:16]=[C:15]([F:20])[C:14]=3[F:21])[CH2:10][C:9]2=[O:22])=[CH:5][N:6]=1.[CH3:23][NH:24][CH3:25].O[Li].O. The catalyst is C1COCC1.O. The product is [CH3:23][N:24]([CH3:25])[C:2]1[S:3][C:4]([CH2:7][N:8]2[CH2:12][CH:11]([C:13]3[CH:18]=[C:17]([F:19])[CH:16]=[C:15]([F:20])[C:14]=3[F:21])[CH2:10][C:9]2=[O:22])=[CH:5][N:6]=1. The yield is 0.320. (5) The reactants are C[Al](C)C.[CH3:5][N:6]([CH3:23])[CH:7]1[CH2:11][CH2:10][N:9]([C:12]2[N:17]=[C:16]([O:18][CH3:19])[C:15]([NH2:20])=[C:14]([O:21][CH3:22])[N:13]=2)[CH2:8]1.[CH3:24][C:25]1[CH:40]=[CH:39][C:38]([Si:41]([CH3:44])([CH3:43])[CH3:42])=[CH:37][C:26]=1[O:27][C:28]1[O:32][C:31]([C:33](OC)=[O:34])=[CH:30][CH:29]=1. The catalyst is C1(C)C=CC=CC=1.ClCCl. The product is [CH3:23][N:6]([CH3:5])[CH:7]1[CH2:11][CH2:10][N:9]([C:12]2[N:13]=[C:14]([O:21][CH3:22])[C:15]([NH:20][C:33]([C:31]3[O:32][C:28]([O:27][C:26]4[CH:37]=[C:38]([Si:41]([CH3:44])([CH3:43])[CH3:42])[CH:39]=[CH:40][C:25]=4[CH3:24])=[CH:29][CH:30]=3)=[O:34])=[C:16]([O:18][CH3:19])[N:17]=2)[CH2:8]1. The yield is 0.220. (6) The reactants are [Cl:1][C:2]1[CH:3]=[C:4]([CH:8]([C:16]2([OH:22])[CH2:21][CH2:20][CH2:19][CH2:18][CH2:17]2)[CH2:9][N:10]2[CH2:15][CH2:14][NH:13][CH2:12][CH2:11]2)[CH:5]=[CH:6][CH:7]=1.[ClH:23].C(OCC)C. The catalyst is CO. The product is [ClH:1].[ClH:23].[Cl:1][C:2]1[CH:3]=[C:4]([CH:8]([C:16]2([OH:22])[CH2:17][CH2:18][CH2:19][CH2:20][CH2:21]2)[CH2:9][N:10]2[CH2:15][CH2:14][NH:13][CH2:12][CH2:11]2)[CH:5]=[CH:6][CH:7]=1. The yield is 0.600. (7) The reactants are [O:1]=[C:2]1[C:14]2[NH:13][C:12]3[C:7](=[CH:8][C:9]([C:15]#[N:16])=[CH:10][CH:11]=3)[C:6]=2[CH2:5][CH2:4][CH2:3]1.[CH3:17][Mg]Cl.[NH4+].[Cl-]. The catalyst is C1COCC1. The product is [OH:1][C:2]1([CH3:17])[C:14]2[NH:13][C:12]3[C:7](=[CH:8][C:9]([C:15]#[N:16])=[CH:10][CH:11]=3)[C:6]=2[CH2:5][CH2:4][CH2:3]1. The yield is 0.230. (8) The reactants are CN(C=O)C.Br[C:7]1[C:12]([O:13][CH2:14][CH2:15][CH:16]=[CH2:17])=[CH:11][CH:10]=[CH:9][N:8]=1.C1(P(C2C=CC=CC=2)C2C=CC=CC=2)C=CC=CC=1.C([O-])(=O)C.[K+]. The catalyst is O.[Cl-].C([N+](CC)(CC)CC)C.CCOC(C)=O.[Cl-].[Na+].O.O.C([O-])(=O)C.[Pd+2].C([O-])(=O)C. The product is [CH2:17]=[C:16]1[C:7]2=[N:8][CH:9]=[CH:10][CH:11]=[C:12]2[O:13][CH2:14][CH2:15]1. The yield is 0.670.